From a dataset of Reaction yield outcomes from USPTO patents with 853,638 reactions. Predict the reaction yield, written as a fraction of the theoretical maximum amount of product (1.0 means a 100% yield; for example, 0.34 means a 34% yield). (1) The reactants are P([O-])([O-])([O-])=O.[K+].[K+].[K+].COC(C)(C)C.[NH2:15][CH:16]([C:24]1[CH:29]=[CH:28][CH:27]=[CH:26][CH:25]=1)[CH2:17][C:18]([O:20]CCC)=[O:19]. The catalyst is CC(C)=O. The product is [NH2:15][C@H:16]([C:24]1[CH:29]=[CH:28][CH:27]=[CH:26][CH:25]=1)[CH2:17][C:18]([OH:20])=[O:19]. The yield is 0.440. (2) The reactants are [F:1][C:2]1[CH:7]=[C:6]([N+:8]([O-])=O)[CH:5]=[CH:4][C:3]=1[N:11]1[CH2:16][CH2:15][S:14](=[O:18])(=[O:17])[CH2:13][CH2:12]1. The catalyst is CCO.[Pd]. The product is [O:18]=[S:14]1(=[O:17])[CH2:13][CH2:12][N:11]([C:3]2[CH:4]=[CH:5][C:6]([NH2:8])=[CH:7][C:2]=2[F:1])[CH2:16][CH2:15]1. The yield is 0.950.